This data is from Forward reaction prediction with 1.9M reactions from USPTO patents (1976-2016). The task is: Predict the product of the given reaction. (1) Given the reactants [F:1][C:2]([C:5]([C:7](F)(F)F)=[O:6])([F:4])[F:3].FC(F)(F)[C:13]([O:15][C:16](=[O:21])[C:17](F)(F)F)=O.N1C=[CH:28][CH:27]=[CH:26][CH:25]=1.O, predict the reaction product. The product is: [CH3:13][O:15][C:16](=[O:21])[CH2:17][CH2:25][CH2:26][CH2:27][CH2:28][CH2:7][C:5](=[O:6])[C:2]([F:4])([F:3])[F:1]. (2) Given the reactants [Cl:1][C:2]1[C:3]([NH:12][CH2:13][CH:14]([OH:19])[CH2:15][CH:16]([CH3:18])[CH3:17])=[N:4][C:5]2[C:10]([N:11]=1)=[CH:9][CH:8]=[CH:7][CH:6]=2.CCN(CC)CC.N#N, predict the reaction product. The product is: [Cl:1][C:2]1[C:3]([NH:12][CH2:13][C:14](=[O:19])[CH2:15][CH:16]([CH3:17])[CH3:18])=[N:4][C:5]2[C:10]([N:11]=1)=[CH:9][CH:8]=[CH:7][CH:6]=2. (3) Given the reactants [Si:1]([O:8][CH:9]1[CH2:13][CH2:12][N:11]([C:14]2[CH:22]=[C:21]3[C:17]([CH:18]=[CH:19][NH:20]3)=[CH:16][CH:15]=2)[CH2:10]1)([C:4]([CH3:7])([CH3:6])[CH3:5])([CH3:3])[CH3:2].[CH3:23][C:24]1[C:29](/[CH:30]=[CH:31]/[N+:32]([O-:34])=[O:33])=[CH:28][CH:27]=[CH:26][C:25]=1[NH:35][C:36](=[O:45])[O:37][CH2:38][C:39]1[CH:44]=[CH:43][CH:42]=[CH:41][CH:40]=1, predict the reaction product. The product is: [Si:1]([O:8][CH:9]1[CH2:13][CH2:12][N:11]([C:14]2[CH:22]=[C:21]3[C:17]([C:18]([CH:30]([C:29]4[C:24]([CH3:23])=[C:25]([NH:35][C:36](=[O:45])[O:37][CH2:38][C:39]5[CH:40]=[CH:41][CH:42]=[CH:43][CH:44]=5)[CH:26]=[CH:27][CH:28]=4)[CH2:31][N+:32]([O-:34])=[O:33])=[CH:19][NH:20]3)=[CH:16][CH:15]=2)[CH2:10]1)([C:4]([CH3:7])([CH3:5])[CH3:6])([CH3:3])[CH3:2].